From a dataset of Forward reaction prediction with 1.9M reactions from USPTO patents (1976-2016). Predict the product of the given reaction. (1) Given the reactants O[CH2:2][C:3]([C:5]1[CH:10]=[CH:9][CH:8]=[CH:7][CH:6]=1)=O.S1C=CN=[C:12]1[CH:16]=O.[O:18]([CH3:20])[Na], predict the reaction product. The product is: [C:5]1([CH:3]=[CH:2][C:20]([C:16]2[CH:12]=[CH:6][CH:5]=[CH:3][CH:2]=2)=[O:18])[CH:10]=[CH:9][CH:8]=[CH:7][CH:6]=1. (2) Given the reactants [C:1]([NH:8][C@H:9]([C:11]([OH:13])=O)[CH3:10])([O:3][C:4]([CH3:7])([CH3:6])[CH3:5])=[O:2].[NH2:14][CH:15]1[C:21]2[CH:22]=[CH:23][CH:24]=[CH:25][C:20]=2[C:19]2[CH:26]=[CH:27][CH:28]=[C:29]3[CH2:30][CH2:31][CH2:32][N:17]([C:18]=23)[C:16]1=[O:33], predict the reaction product. The product is: [C:1]([NH:8][C@H:9]([C:11]([NH:14][CH:15]1[C:21]2[CH:22]=[CH:23][CH:24]=[CH:25][C:20]=2[C:19]2[CH:26]=[CH:27][CH:28]=[C:29]3[CH2:30][CH2:31][CH2:32][N:17]([C:18]=23)[C:16]1=[O:33])=[O:13])[CH3:10])([O:3][C:4]([CH3:5])([CH3:6])[CH3:7])=[O:2]. (3) Given the reactants Br[C:2]1[CH:3]=[C:4]2[C:9](=[CH:10][CH:11]=1)[N:8]=[CH:7][C:6]([C:12](=[O:14])[CH3:13])=[C:5]2[NH:15][C:16]1[CH:17]=[C:18]2[C:22](=[CH:23][CH:24]=1)[CH:21]([N:25]([CH3:27])[CH3:26])[CH2:20][CH2:19]2.[Cl:28][C:29]1[CH:34]=[C:33](B2OC(C)(C)C(C)(C)O2)[CH:32]=[C:31]([Cl:44])[C:30]=1[OH:45], predict the reaction product. The product is: [Cl:28][C:29]1[CH:34]=[C:33]([C:2]2[CH:3]=[C:4]3[C:9](=[CH:10][CH:11]=2)[N:8]=[CH:7][C:6]([C:12](=[O:14])[CH3:13])=[C:5]3[NH:15][C:16]2[CH:17]=[C:18]3[C:22](=[CH:23][CH:24]=2)[CH:21]([N:25]([CH3:27])[CH3:26])[CH2:20][CH2:19]3)[CH:32]=[C:31]([Cl:44])[C:30]=1[OH:45]. (4) Given the reactants [C:1]([CH2:3][CH2:4][C:5]([C:14]1[CH:19]=[CH:18][C:17]([N+:20]([O-:22])=[O:21])=[CH:16][N:15]=1)(C(OC)=O)C(OC)=O)#[N:2].[Li+].[OH-], predict the reaction product. The product is: [N+:20]([C:17]1[CH:18]=[CH:19][C:14]([CH2:5][CH2:4][CH2:3][C:1]#[N:2])=[N:15][CH:16]=1)([O-:22])=[O:21]. (5) Given the reactants Cl[C:2]1[CH:3]=[C:4]([N:11]2[CH2:16][CH2:15][O:14][CH2:13][CH2:12]2)[CH:5]=[C:6]([N+:8]([O-:10])=[O:9])[CH:7]=1.[C:17]([NH2:22])(=[O:21])[CH:18]([CH3:20])[CH3:19].P([O-])([O-])([O-])=O.[K+].[K+].[K+], predict the reaction product. The product is: [O:14]1[CH2:15][CH2:16][N:11]([C:4]2[CH:3]=[C:2]([NH:22][C:17](=[O:21])[CH:18]([CH3:20])[CH3:19])[CH:7]=[C:6]([N+:8]([O-:10])=[O:9])[CH:5]=2)[CH2:12][CH2:13]1.